Dataset: Peptide-MHC class II binding affinity with 134,281 pairs from IEDB. Task: Regression. Given a peptide amino acid sequence and an MHC pseudo amino acid sequence, predict their binding affinity value. This is MHC class II binding data. (1) The peptide sequence is LQSLVSQYFQTVADY. The MHC is HLA-DQA10401-DQB10402 with pseudo-sequence HLA-DQA10401-DQB10402. The binding affinity (normalized) is 0.423. (2) The peptide sequence is SEPGKYTAYEGQRVVF. The MHC is HLA-DPA10103-DPB10401 with pseudo-sequence HLA-DPA10103-DPB10401. The binding affinity (normalized) is 0.267.